From a dataset of Catalyst prediction with 721,799 reactions and 888 catalyst types from USPTO. Predict which catalyst facilitates the given reaction. Reactant: [CH2:1]([OH:25])[CH2:2][O:3][CH2:4][CH2:5][O:6][CH2:7][CH2:8][O:9][CH2:10][CH2:11][O:12][CH2:13][CH2:14][O:15][CH2:16][CH2:17][O:18][CH2:19][CH2:20][O:21][CH2:22][CH2:23][OH:24].[S:26](Cl)([C:29]1[CH:35]=[CH:34][C:32]([CH3:33])=[CH:31][CH:30]=1)(=[O:28])=[O:27]. Product: [S:26]([CH:23]([OH:24])[CH2:22][O:21][CH2:20][CH2:19][O:18][CH2:17][CH2:16][O:15][CH2:14][CH2:13][O:12][CH2:11][CH2:10][O:9][CH2:8][CH2:7][O:6][CH2:5][CH2:4][O:3][CH2:2][CH2:1][OH:25])([C:29]1[CH:35]=[CH:34][C:32]([CH3:33])=[CH:31][CH:30]=1)(=[O:28])=[O:27]. The catalyst class is: 2.